From a dataset of NCI-60 drug combinations with 297,098 pairs across 59 cell lines. Regression. Given two drug SMILES strings and cell line genomic features, predict the synergy score measuring deviation from expected non-interaction effect. (1) Drug 1: CC1=CC=C(C=C1)C2=CC(=NN2C3=CC=C(C=C3)S(=O)(=O)N)C(F)(F)F. Drug 2: C1CN(CCN1C(=O)CCBr)C(=O)CCBr. Cell line: M14. Synergy scores: CSS=4.58, Synergy_ZIP=-5.38, Synergy_Bliss=-2.28, Synergy_Loewe=-3.33, Synergy_HSA=-1.66. (2) Drug 1: CC1=C2C(C(=O)C3(C(CC4C(C3C(C(C2(C)C)(CC1OC(=O)C(C(C5=CC=CC=C5)NC(=O)OC(C)(C)C)O)O)OC(=O)C6=CC=CC=C6)(CO4)OC(=O)C)OC)C)OC. Drug 2: C1CC(=O)NC(=O)C1N2CC3=C(C2=O)C=CC=C3N. Cell line: A549. Synergy scores: CSS=63.2, Synergy_ZIP=13.0, Synergy_Bliss=12.6, Synergy_Loewe=10.5, Synergy_HSA=15.8. (3) Cell line: UO-31. Drug 1: CC(C1=C(C=CC(=C1Cl)F)Cl)OC2=C(N=CC(=C2)C3=CN(N=C3)C4CCNCC4)N. Drug 2: CS(=O)(=O)C1=CC(=C(C=C1)C(=O)NC2=CC(=C(C=C2)Cl)C3=CC=CC=N3)Cl. Synergy scores: CSS=41.5, Synergy_ZIP=-0.292, Synergy_Bliss=3.77, Synergy_Loewe=4.58, Synergy_HSA=5.27. (4) Drug 1: C1=NNC2=C1C(=O)NC=N2. Drug 2: C1C(C(OC1N2C=NC3=C2NC=NCC3O)CO)O. Cell line: SK-MEL-5. Synergy scores: CSS=3.46, Synergy_ZIP=-3.32, Synergy_Bliss=-6.42, Synergy_Loewe=-1.32, Synergy_HSA=-4.06.